Dataset: Full USPTO retrosynthesis dataset with 1.9M reactions from patents (1976-2016). Task: Predict the reactants needed to synthesize the given product. Given the product [CH2:1]([N:8]1[CH2:13][CH2:12][C:11]2([O:14][CH2:18][C:17](=[O:20])[NH:16][CH2:15]2)[CH2:10][CH2:9]1)[C:2]1[CH:7]=[CH:6][CH:5]=[CH:4][CH:3]=1, predict the reactants needed to synthesize it. The reactants are: [CH2:1]([N:8]1[CH2:13][CH2:12][C:11]([CH2:15][NH:16][C:17](=[O:20])[CH2:18]Cl)([OH:14])[CH2:10][CH2:9]1)[C:2]1[CH:7]=[CH:6][CH:5]=[CH:4][CH:3]=1.CC(C)([O-])C.[K+].